The task is: Predict the product of the given reaction.. This data is from Forward reaction prediction with 1.9M reactions from USPTO patents (1976-2016). (1) Given the reactants [C:1]([N:4]1[CH2:10][CH2:9][CH:8]([CH3:11])[C:7](=O)[CH2:6][CH2:5]1)(=[O:3])[CH3:2].[CH2:13]([NH2:20])[C:14]1[CH:19]=[CH:18][CH:17]=[CH:16][CH:15]=1, predict the reaction product. The product is: [CH2:13]([NH:20][CH:7]1[CH:8]([CH3:11])[CH2:9][CH2:10][N:4]([C:1](=[O:3])[CH3:2])[CH2:5][CH2:6]1)[C:14]1[CH:19]=[CH:18][CH:17]=[CH:16][CH:15]=1. (2) Given the reactants [N:1]1([CH2:7][C:8]2[N:12]([C:13]3[CH:20]=[CH:19][C:16]([C:17]#[N:18])=[C:15]([C:21]([F:24])([F:23])[F:22])[CH:14]=3)[N:11]=[N:10][N:9]=2)[CH2:6][CH2:5][NH:4][CH2:3][CH2:2]1.C(N(CC)CC)C.[CH2:32]([S:35](Cl)(=[O:37])=[O:36])[CH2:33][CH3:34], predict the reaction product. The product is: [CH2:32]([S:35]([N:4]1[CH2:3][CH2:2][N:1]([CH2:7][C:8]2[N:12]([C:13]3[CH:20]=[CH:19][C:16]([C:17]#[N:18])=[C:15]([C:21]([F:24])([F:22])[F:23])[CH:14]=3)[N:11]=[N:10][N:9]=2)[CH2:6][CH2:5]1)(=[O:37])=[O:36])[CH2:33][CH3:34].